This data is from Forward reaction prediction with 1.9M reactions from USPTO patents (1976-2016). The task is: Predict the product of the given reaction. (1) Given the reactants C(OC(=O)[N:7]([CH2:13][CH2:14][CH2:15][CH3:16])[N:8]1[CH:12]=[CH:11][CH:10]=[CH:9]1)(C)(C)C.C(N(CC)CC)C.[Si](OS(C(F)(F)F)(=O)=O)(C)(C)C, predict the reaction product. The product is: [CH2:13]([NH:7][N:8]1[CH:12]=[CH:11][CH:10]=[CH:9]1)[CH2:14][CH2:15][CH3:16]. (2) Given the reactants [Cl:1][C:2]1[C:7]([F:8])=[CH:6][CH:5]=[C:4]([Cl:9])[C:3]=1[C@@H:10]([OH:12])[CH3:11].C(N(CC)CC)C.[CH3:20][S:21](Cl)(=[O:23])=[O:22], predict the reaction product. The product is: [CH3:20][S:21]([O:12][C@H:10]([C:3]1[C:4]([Cl:9])=[CH:5][CH:6]=[C:7]([F:8])[C:2]=1[Cl:1])[CH3:11])(=[O:23])=[O:22]. (3) Given the reactants [H-].[Na+].[OH:3][CH:4]1[CH2:9][CH2:8][N:7]([C:10]([O:12][C:13]([CH3:16])([CH3:15])[CH3:14])=[O:11])[CH2:6][CH2:5]1.Br[C:18]1[C:19]([NH2:25])=[N:20][CH:21]=[C:22]([Br:24])[N:23]=1, predict the reaction product. The product is: [NH2:25][C:19]1[C:18]([O:3][CH:4]2[CH2:5][CH2:6][N:7]([C:10]([O:12][C:13]([CH3:16])([CH3:15])[CH3:14])=[O:11])[CH2:8][CH2:9]2)=[N:23][C:22]([Br:24])=[CH:21][N:20]=1. (4) Given the reactants C1(P([CH2:15][S:16]([NH:19][C:20](=[O:26])[O:21][C:22]([CH3:25])([CH3:24])[CH3:23])(=[O:18])=[O:17])(C2C=CC=CC=2)=O)C=CC=CC=1.[H-].[Na+].[CH2:29]([O:33][C:34]1[CH:38]=[C:37]([CH:39]=O)[N:36]([CH2:41][C:42]2[CH:47]=[CH:46][C:45]([Cl:48])=[CH:44][C:43]=2[Cl:49])[N:35]=1)[CH2:30][CH2:31][CH3:32], predict the reaction product. The product is: [CH2:29]([O:33][C:34]1[CH:38]=[C:37](/[CH:39]=[CH:15]/[S:16]([NH:19][C:20](=[O:26])[O:21][C:22]([CH3:24])([CH3:23])[CH3:25])(=[O:18])=[O:17])[N:36]([CH2:41][C:42]2[CH:47]=[CH:46][C:45]([Cl:48])=[CH:44][C:43]=2[Cl:49])[N:35]=1)[CH2:30][CH2:31][CH3:32]. (5) Given the reactants [N+:1]([C:4]1[S:12][C:7]2=[N:8][CH:9]=[CH:10][CH:11]=[C:6]2[C:5]=1[NH2:13])([O-])=O.[ClH:14].CCOC(C)=O, predict the reaction product. The product is: [ClH:14].[S:12]1[C:7]2=[N:8][CH:9]=[CH:10][CH:11]=[C:6]2[C:5]([NH2:13])=[C:4]1[NH2:1]. (6) Given the reactants [OH:1][CH2:2][C:3]1[CH:8]=[CH:7][C:6](B(O)O)=[CH:5][CH:4]=1.Cl[C:13]1[N:18]=[CH:17][C:16]([F:19])=[CH:15][N:14]=1, predict the reaction product. The product is: [F:19][C:16]1[CH:15]=[N:14][C:13]([C:6]2[CH:7]=[CH:8][C:3]([CH2:2][OH:1])=[CH:4][CH:5]=2)=[N:18][CH:17]=1.